From a dataset of NCI-60 drug combinations with 297,098 pairs across 59 cell lines. Regression. Given two drug SMILES strings and cell line genomic features, predict the synergy score measuring deviation from expected non-interaction effect. (1) Drug 1: C1CCC(CC1)NC(=O)N(CCCl)N=O. Drug 2: CC(C)CN1C=NC2=C1C3=CC=CC=C3N=C2N. Cell line: SN12C. Synergy scores: CSS=15.0, Synergy_ZIP=-2.95, Synergy_Bliss=0.846, Synergy_Loewe=0.788, Synergy_HSA=0.208. (2) Drug 1: CS(=O)(=O)C1=CC(=C(C=C1)C(=O)NC2=CC(=C(C=C2)Cl)C3=CC=CC=N3)Cl. Drug 2: C1CN1P(=S)(N2CC2)N3CC3. Cell line: SF-268. Synergy scores: CSS=18.8, Synergy_ZIP=2.23, Synergy_Bliss=5.81, Synergy_Loewe=2.10, Synergy_HSA=2.57. (3) Drug 1: C1CCN(CC1)CCOC2=CC=C(C=C2)C(=O)C3=C(SC4=C3C=CC(=C4)O)C5=CC=C(C=C5)O. Drug 2: CC12CCC3C(C1CCC2O)C(CC4=C3C=CC(=C4)O)CCCCCCCCCS(=O)CCCC(C(F)(F)F)(F)F. Cell line: M14. Synergy scores: CSS=0.178, Synergy_ZIP=1.37, Synergy_Bliss=2.58, Synergy_Loewe=1.00, Synergy_HSA=0.684.